This data is from Drug-target binding data from BindingDB using IC50 measurements. The task is: Regression. Given a target protein amino acid sequence and a drug SMILES string, predict the binding affinity score between them. We predict pIC50 (pIC50 = -log10(IC50 in M); higher means more potent). Dataset: bindingdb_ic50. (1) The drug is N#C[C@@H]1CCCN1C(=O)[C@@H](N)C1CCCCC1. The target protein (P81425) has sequence MKTPWKVLLGLLAIAALVTVITVPVVLLTKGNDASTDSRRTYTLADYLKNTFRMKFYNLRWVSDHEYLYKQENNILLFNAEYGNSSIFLENSTFDEFGHSINDYSVSPDRQYILFEYNYVKQWRHSYTASYDIYDLNKRQLITEERIPNNTQWITWSSVGHKLAYVWNNDIYVKNEPNSPSQRITWTGKKDVIYNGITDWVYEEEVFSAYSALWWSPNSTFLAYAQFNDTEVPLIEYSFYSDESLQYPKTVKIPYPKAGAVNPTIKFFVVNISSLSPNINATSQQIVPPGSVLIGDHYLCDVTWVTEERISLQWLRRIQNYSIMDICDYDRSTGRWISSVGRQHIEISTTGWVGRFRPAEPHFTSDGNSFYKIISNEEGYKHICHFQTDKRNCTFITKGAWEVIGIEALTSDYLYYISNEYKGMPGARNLYKIQLNDYTKVTCLSCELNPDRCQYYSVSFSQEAKYYQLRCSGPGLPLYTLHNSNNDKELRVLENNSDLD.... The pIC50 is 4.0. (2) The small molecule is Cc1cc([N+](=O)[O-])ccc1NCc1ccc2c(c1)OCCO2. The target protein (P24387) has sequence MSPNFKLQCHFILIFLTALRGESRYLELREAADYDPFLLFSANLKRELAGEQPYRRALRCLDMLSLQGQFTFTADRPQLHCAAFFISEPEEFITIHYDQVSIDCQGGDFLKVFDGWILKGEKFPSSQDHPLPSAERYIDFCESGLSRRSIRSSQNVAMIFFRVHEPGNGFTLTIKTDPNLFPCNVISQTPNGKFTLVVPHQHRNCSFSIIYPVVIKISDLTLGHVNGLQLKKSSAGCEGIGDFVELLGGTGLDPSKMTPLADLCYPFHGPAQMKVGCDNTVVRMVSSGKHVNRVTFEYRQLEPYELENPNGNSIGEFCLSGL. The pIC50 is 4.7. (3) The compound is O=c1c2cc(C(F)(F)F)ccc2sn1-c1ccccc1. The target protein sequence is MSRRLNNILEHISIQGNDGETVRAVKRDVAMAALTNQFTMSVESMRQIMTYLLYEMVEGLEGRESTVRMLPSYVYKADPKRATGVFYALDLGGTNFRVLRVACKEGAVVDSSTSAFKIPKYALEGNATDLFDFIASNVKKTMETRAPEDLNRTVPLGFTFSFPVEQTKVNRGVLIRWTKGFSTKGVQGNDVIALLQAAFGRVSLKVNVVALCNDTVATMISHYFKDPEVQVGVIIGTGSNACYFETASAVTKDPAVAARGSALTPISMESGNFDSKYRFVLPTTKFDLDIDDASLNKGQQALEKMISGMYLGEIARRVIVHLSSINCLPAALQTALGNRGSFESRFAGMISADRMPGLQFTRSTIQKVCGVDVQSIEDLRIIRDVCRLVRGRAAQLSASFCCAPLVKTQTQGRATIAIDGSVFEKIPSFRRVLQDNINRILGPECDVRAVLAKGGSGVGAALISAIVADGK. The pIC50 is 4.6. (4) The small molecule is C[n+]1cn(C2OC(COP(=O)([S-])OP(=O)([O-])OP(=O)([O-])[O-])C(O)C2O)c2nc(N)[n-]c(=O)c21. The target protein (P29338) has sequence MATVEPETTPTPNPPPAEEEKTESNQEVANPEHYIKHPLQNRWALWFFKNDKSKTWQANLRLISKFDTVEDFWALYNHIQLSSNLMPGCDYSLFKDGIEPMWEDEKNKRGGRWLITLNKQQRRSDLDRFWLETLLCLIGESFDDYSDDVCGAVVNVRAKGDKIAIWTTECENRDAVTHIGRVYKERLGLPPKIVIGYQSHADTATKSGSTTKNRFVV. The pIC50 is 5.9.